Dataset: Forward reaction prediction with 1.9M reactions from USPTO patents (1976-2016). Task: Predict the product of the given reaction. Given the reactants [C:1]([O:5][C:6]([CH3:9])([CH3:8])[CH3:7])(=[O:4])[CH:2]=[CH2:3].C1(C)C(S([N:19]=C=O)(=O)=O)=CC=CC=1.[H-].[Na+].O1[CH2:29][CH2:28]CC1, predict the reaction product. The product is: [C:6]([O:5][C:1]([C:2]1[CH:29]=[CH:28][NH:19][CH:3]=1)=[O:4])([CH3:9])([CH3:8])[CH3:7].